From a dataset of Catalyst prediction with 721,799 reactions and 888 catalyst types from USPTO. Predict which catalyst facilitates the given reaction. (1) Reactant: [F:1][C:2]([F:20])([F:19])[C:3]1[CH:4]=[C:5]([CH:16]=[CH:17][CH:18]=1)[CH2:6][N:7]1[CH2:11][C@H:10]2[C@@H:12]([NH2:15])[CH2:13][CH2:14][C@H:9]2[CH2:8]1.C(O[C:24]1(O[Si](C)(C)C)[CH2:26][CH2:25]1)C.[C:32](O)(=O)[CH3:33].[C:36]([BH3-])#N. The catalyst class is: 4. Product: [CH:33]1([N:15]([CH:24]2[CH2:25][CH2:26]2)[C@@H:12]2[C@H:10]3[C@H:9]([CH2:8][N:7]([CH2:6][C:5]4[CH:16]=[CH:17][CH:18]=[C:3]([C:2]([F:19])([F:1])[F:20])[CH:4]=4)[CH2:11]3)[CH2:14][CH2:13]2)[CH2:32][CH2:36]1. (2) Reactant: [Cl:1][C:2]1[N:10]=[C:9]2[C:5]([NH:6][CH:7]=[N:8]2)=[C:4](Cl)[N:3]=1.[CH:12]1([SH:18])[CH2:17][CH2:16][CH2:15][CH2:14][CH2:13]1.C(N(CC)CC)C. Product: [Cl:1][C:2]1[N:10]=[C:9]2[C:5]([N:6]=[CH:7][NH:8]2)=[C:4]([S:18][CH:12]2[CH2:17][CH2:16][CH2:15][CH2:14][CH2:13]2)[N:3]=1. The catalyst class is: 8. (3) Reactant: I[C:2]1[N:3]([CH2:9][CH2:10][N:11]2[CH2:15][CH2:14][CH2:13][CH2:12]2)[C:4](I)=[C:5]([I:7])[N:6]=1.[Li]C(C)(C)C.O. Product: [I:7][C:5]1[N:6]=[CH:2][N:3]([CH2:9][CH2:10][N:11]2[CH2:15][CH2:14][CH2:13][CH2:12]2)[CH:4]=1. The catalyst class is: 1. (4) Product: [BrH:35].[CH:1]1([NH:7][C:8]2[CH:17]=[C:16]3[C:11]([C:12](=[O:33])[C:13](/[CH:23]=[CH:24]/[P:25](=[O:26])([OH:32])[OH:29])=[CH:14][N:15]3[CH:18]([CH2:19][CH3:20])[CH2:21][CH3:22])=[CH:10][C:9]=2[F:34])[CH2:6][CH2:5][CH2:4][CH2:3][CH2:2]1. Reactant: [CH:1]1([NH:7][C:8]2[CH:17]=[C:16]3[C:11]([C:12](=[O:33])[C:13](/[CH:23]=[CH:24]/[P:25](=[O:32])([O:29]CC)[O:26]CC)=[CH:14][N:15]3[CH:18]([CH2:21][CH3:22])[CH2:19][CH3:20])=[CH:10][C:9]=2[F:34])[CH2:6][CH2:5][CH2:4][CH2:3][CH2:2]1.[Br:35][Si](C)(C)C.C(O)C. The catalyst class is: 22. (5) Reactant: [H-].[Na+].[CH3:3][S:4]([NH2:7])(=[O:6])=[O:5].[CH:8]1([CH2:11][O:12][C:13]2[C:14]([C:23]3[C:32]4[C:27](=[CH:28][CH:29]=[CH:30][CH:31]=4)[C:26](=[O:33])[N:25]([CH3:34])[CH:24]=3)=[N:15][C:16](S(C)(=O)=O)=[N:17][CH:18]=2)[CH2:10][CH2:9]1.C(O)(=O)C. Product: [CH:8]1([CH2:11][O:12][C:13]2[C:14]([C:23]3[C:32]4[C:27](=[CH:28][CH:29]=[CH:30][CH:31]=4)[C:26](=[O:33])[N:25]([CH3:34])[CH:24]=3)=[N:15][C:16]([NH:7][S:4]([CH3:3])(=[O:6])=[O:5])=[N:17][CH:18]=2)[CH2:9][CH2:10]1. The catalyst class is: 3. (6) Reactant: [Cl:1][C:2]1[CH:3]=[CH:4][C:5]([OH:11])=[C:6]([CH:10]=1)[C:7]([OH:9])=O.[NH2:12][C:13]1[CH:14]=[C:15]([C:19]2[N:24]=[C:23]([NH2:25])[N:22]=[C:21]([NH:26][CH3:27])[CH:20]=2)[CH:16]=[CH:17][CH:18]=1.OC1C2N=NNC=2C=CC=1.C1(N=C=NC2CCCCC2)CCCCC1. Product: [NH2:25][C:23]1[N:24]=[C:19]([C:15]2[CH:14]=[C:13]([NH:12][C:7](=[O:9])[C:6]3[CH:10]=[C:2]([Cl:1])[CH:3]=[CH:4][C:5]=3[OH:11])[CH:18]=[CH:17][CH:16]=2)[CH:20]=[C:21]([NH:26][CH3:27])[N:22]=1. The catalyst class is: 3.